This data is from Forward reaction prediction with 1.9M reactions from USPTO patents (1976-2016). The task is: Predict the product of the given reaction. (1) Given the reactants [CH3:1][O:2][C:3]1[CH:4]=[C:5]([C:11]2[N:16]=[C:15]([O:17][C@@H:18]([C@H:20]3[CH2:24][N:23]([C@@H](C4C=CC(OC)=CC=4)C)[C:22](=[O:35])[CH2:21]3)[CH3:19])[C:14]3[N:36](COCC[Si](C)(C)C)[C:37]([CH3:39])=[N:38][C:13]=3[CH:12]=2)[CH:6]=[CH:7][C:8]=1[O:9][CH3:10], predict the reaction product. The product is: [CH3:1][O:2][C:3]1[CH:4]=[C:5]([C:11]2[N:16]=[C:15]([O:17][C@@H:18]([C@H:20]3[CH2:24][NH:23][C:22](=[O:35])[CH2:21]3)[CH3:19])[C:14]3[NH:36][C:37]([CH3:39])=[N:38][C:13]=3[CH:12]=2)[CH:6]=[CH:7][C:8]=1[O:9][CH3:10]. (2) Given the reactants NC1C=CC(N=NC2C=CC(N)=CC=2)=CC=1.[C:17]([O:21][C:22]([N:24]1[CH2:28][CH2:27][CH2:26][CH:25]1C(O)=O)=[O:23])([CH3:20])([CH3:19])[CH3:18].C(OC(N1C2C(=CC=CC=2)C=CC1)=O)C, predict the reaction product. The product is: [C:17]([O:21][C:22]([N:24]1[CH2:28][CH2:27][CH2:26][CH2:25]1)=[O:23])([CH3:20])([CH3:18])[CH3:19]. (3) Given the reactants [Cl:1][C:2]1[C:10]([Cl:11])=[CH:9][C:8]([Cl:12])=[CH:7][C:3]=1[CH:4]=[N:5]O, predict the reaction product. The product is: [Cl:1][C:2]1[C:10]([Cl:11])=[CH:9][C:8]([Cl:12])=[CH:7][C:3]=1[C:4]#[N:5]. (4) Given the reactants [OH:1][CH2:2][C:3]1[CH:12]=[C:11]2[C:6]([CH2:7][CH2:8][C:9](=[O:13])[NH:10]2)=[CH:5][CH:4]=1.[CH3:14][O:15][C:16]1[CH:21]=[CH:20][CH:19]=[CH:18][C:17]=1[N:22]1[CH2:27][CH2:26][N:25]([CH2:28][CH2:29][CH2:30][C:31](O)=[O:32])[CH2:24][CH2:23]1, predict the reaction product. The product is: [CH3:14][O:15][C:16]1[CH:21]=[CH:20][CH:19]=[CH:18][C:17]=1[N:22]1[CH2:23][CH2:24][N:25]([CH2:28][CH2:29][CH2:30][C:31]([O:1][CH2:2][C:3]2[CH:12]=[C:11]3[C:6]([CH2:7][CH2:8][C:9](=[O:13])[NH:10]3)=[CH:5][CH:4]=2)=[O:32])[CH2:26][CH2:27]1. (5) The product is: [C:31]([C:2]1[N:3]=[C:4]([CH3:30])[C:5]([C:13]2[CH:22]=[CH:21][CH:20]=[C:19]3[C:14]=2[CH2:15][CH2:16][N:17]([C:23]([O:25][C:26]([CH3:28])([CH3:27])[CH3:29])=[O:24])[CH2:18]3)=[C:6]2[C:10]([CH3:11])=[C:9]([CH3:12])[NH:8][C:7]=12)#[N:32]. Given the reactants Cl[C:2]1[N:3]=[C:4]([CH3:30])[C:5]([C:13]2[CH:22]=[CH:21][CH:20]=[C:19]3[C:14]=2[CH2:15][CH2:16][N:17]([C:23]([O:25][C:26]([CH3:29])([CH3:28])[CH3:27])=[O:24])[CH2:18]3)=[C:6]2[C:10]([CH3:11])=[C:9]([CH3:12])[NH:8][C:7]=12.[CH3:31][N:32](C)C(=O)C, predict the reaction product.